This data is from Reaction yield outcomes from USPTO patents with 853,638 reactions. The task is: Predict the reaction yield, written as a fraction of the theoretical maximum amount of product (1.0 means a 100% yield; for example, 0.34 means a 34% yield). The reactants are [CH2:1](Cl)[C:2]1[CH:7]=[CH:6][CH:5]=[CH:4][CH:3]=1.[Cl:9][SiH:10]([Cl:12])[Cl:11]. The catalyst is [Cl-].C([P+](CCCC)(CCCC)CCCC)CCC. The product is [CH2:1]([Si:10]([Cl:12])([Cl:11])[Cl:9])[C:2]1[CH:7]=[CH:6][CH:5]=[CH:4][CH:3]=1. The yield is 0.830.